Dataset: Full USPTO retrosynthesis dataset with 1.9M reactions from patents (1976-2016). Task: Predict the reactants needed to synthesize the given product. (1) Given the product [N:1]1[N:2]2[CH:6]=[CH:5][N:4]=[C:3]2[C:7](=[O:9])[NH:17][CH:16]=1, predict the reactants needed to synthesize it. The reactants are: [NH2:1][N:2]1[CH:6]=[CH:5][N:4]=[C:3]1[C:7]([O:9]CC)=O.C(O)(=O)C.[CH:16](N)=[NH:17]. (2) The reactants are: [O:1]1[CH2:6][CH2:5][N:4]([C:7]2[C:8]3[N:9]([CH:13]=[C:14]([C:16](OCC)=[O:17])[N:15]=3)[N:10]=[CH:11][CH:12]=2)[CH2:3][CH2:2]1.[H-].[Al+3].[Li+].[H-].[H-].[H-].[NH4+].[Cl-].O. Given the product [O:1]1[CH2:2][CH2:3][N:4]([C:7]2[C:8]3[N:9]([CH:13]=[C:14]([CH2:16][OH:17])[N:15]=3)[N:10]=[CH:11][CH:12]=2)[CH2:5][CH2:6]1, predict the reactants needed to synthesize it. (3) Given the product [CH3:18][C:17]1[CH:19]=[CH:20][C:14]([S:11]([O:10][C@H:9]2[CH2:8][NH:7][C@@H:6]3[C@@H:2]([OH:1])[CH2:3][O:4][C@H:5]23)(=[O:13])=[O:12])=[CH:15][CH:16]=1, predict the reactants needed to synthesize it. The reactants are: [OH:1][C@@H:2]1[C@H:6]2[N:7](C(OCC3C=CC=CC=3)=O)[CH2:8][C@H:9]([O:10][S:11]([C:14]3[CH:20]=[CH:19][C:17]([CH3:18])=[CH:16][CH:15]=3)(=[O:13])=[O:12])[C@H:5]2[O:4][CH2:3]1.[H][H]. (4) Given the product [ClH:25].[C:1]([O:9][CH2:10][C:11]1[CH:16]=[CH:15][C:14]([C:17]([Cl:25])=[O:18])=[CH:13][C:12]=1[N+:20]([O-:22])=[O:21])(=[O:8])[C:2]1[CH:7]=[CH:6][N:5]=[CH:4][CH:3]=1, predict the reactants needed to synthesize it. The reactants are: [C:1]([O:9][CH2:10][C:11]1[CH:16]=[CH:15][C:14]([C:17](O)=[O:18])=[CH:13][C:12]=1[N+:20]([O-:22])=[O:21])(=[O:8])[C:2]1[CH:7]=[CH:6][N:5]=[CH:4][CH:3]=1.S(Cl)([Cl:25])=O. (5) Given the product [O:24]=[S:16]1(=[O:25])[C:17]2[CH:23]=[CH:22][CH:21]=[CH:20][C:18]=2[CH2:19][N:13]([C:4]2[CH:3]=[C:2]([NH:33][CH2:32][CH2:31][NH:30][CH2:29][CH2:28][O:27][CH3:26])[C:11]3[C:6](=[CH:7][CH:8]=[C:9]([CH3:12])[CH:10]=3)[N:5]=2)[CH2:14][CH2:15]1, predict the reactants needed to synthesize it. The reactants are: Cl[C:2]1[C:11]2[C:6](=[CH:7][CH:8]=[C:9]([CH3:12])[CH:10]=2)[N:5]=[C:4]([N:13]2[CH2:19][C:18]3[CH:20]=[CH:21][CH:22]=[CH:23][C:17]=3[S:16](=[O:25])(=[O:24])[CH2:15][CH2:14]2)[CH:3]=1.[CH3:26][O:27][CH2:28][CH2:29][NH:30][CH2:31][CH2:32][NH2:33]. (6) Given the product [O:36]1[CH2:35][CH:34]=[C:33]([C:2]2[CH:3]=[C:4]([CH:25]=[CH:26][N:27]=2)[C:5]([NH:7][C:8]2[S:9][C:10]3[C:16]([CH:17]4[CH2:22][O:21][CH2:20][CH2:19][O:18]4)=[CH:15][CH:14]=[C:13]([O:23][CH3:24])[C:11]=3[N:12]=2)=[O:6])[CH2:38][CH2:37]1, predict the reactants needed to synthesize it. The reactants are: Br[C:2]1[CH:3]=[C:4]([CH:25]=[CH:26][N:27]=1)[C:5]([NH:7][C:8]1[S:9][C:10]2[C:16]([CH:17]3[CH2:22][O:21][CH2:20][CH2:19][O:18]3)=[CH:15][CH:14]=[C:13]([O:23][CH3:24])[C:11]=2[N:12]=1)=[O:6].C([Sn](CCCC)(CCCC)[C:33]1[CH2:34][CH2:35][O:36][CH2:37][CH:38]=1)CCC.C1(P(C2C=CC=CC=2)C2C=CC=CC=2)C=CC=CC=1.[Cl-].[Li+].C(C1C=C(C)C=C(C(C)(C)C)C=1O)(C)(C)C. (7) Given the product [CH2:1]([N:8]1[CH:12]=[C:11]([NH:13][C:14]([C:16]2[C:24]3[CH2:23][CH:22]([CH:25]=[O:48])[C:21]([CH3:28])([CH3:27])[CH2:20][C:19]=3[N:18]([CH2:29][O:30][CH2:31][CH2:32][Si:33]([CH3:35])([CH3:36])[CH3:34])[N:17]=2)=[O:15])[CH:10]=[N:9]1)[C:2]1[CH:3]=[CH:4][CH:5]=[CH:6][CH:7]=1, predict the reactants needed to synthesize it. The reactants are: [CH2:1]([N:8]1[CH:12]=[C:11]([NH:13][C:14]([C:16]2[C:24]3[CH2:23][CH:22]([C:25]#N)[C:21]([CH3:28])([CH3:27])[CH2:20][C:19]=3[N:18]([CH2:29][O:30][CH2:31][CH2:32][Si:33]([CH3:36])([CH3:35])[CH3:34])[N:17]=2)=[O:15])[CH:10]=[N:9]1)[C:2]1[CH:7]=[CH:6][CH:5]=[CH:4][CH:3]=1.[H-].C([Al+]CC(C)C)C(C)C.C[OH:48].